From a dataset of Full USPTO retrosynthesis dataset with 1.9M reactions from patents (1976-2016). Predict the reactants needed to synthesize the given product. (1) Given the product [C:1]([C:3]1[CH:4]=[C:5]([CH:10]=[C:11]([O:13][CH2:14][C:15]([F:16])([F:18])[F:17])[CH:12]=1)[C:6]([OH:8])=[O:7])#[N:2], predict the reactants needed to synthesize it. The reactants are: [C:1]([C:3]1[CH:4]=[C:5]([CH:10]=[C:11]([O:13][CH2:14][C:15]([F:18])([F:17])[F:16])[CH:12]=1)[C:6]([O:8]C)=[O:7])#[N:2].[Br-].[Li+].C(N(CC)CC)C.Cl. (2) Given the product [NH:8]1[C:16]2[C:11](=[CH:12][CH:13]=[CH:14][CH:15]=2)[CH:10]=[C:9]1[C:17]1[C:18](=[O:29])[NH:19][N:20]=[C:21]([C:23]2[CH:28]=[CH:27][N:26]=[CH:25][CH:24]=2)[CH:22]=1, predict the reactants needed to synthesize it. The reactants are: C(OC([N:8]1[C:16]2[C:11](=[CH:12][CH:13]=[CH:14][CH:15]=2)[CH:10]=[C:9]1[C:17]1[CH:22]=[C:21]([C:23]2[CH:28]=[CH:27][N:26]=[CH:25][CH:24]=2)[N:20]=[N:19][C:18]=1[O:29]C)=O)(C)(C)C.C[Si](C)(C)Cl.Cl.CN(C=O)C.O. (3) The reactants are: [Cl:1][C:2]1[N:7]=[C:6]2[NH:8][C:9](=[O:11])[CH2:10][C:5]2=[CH:4][CH:3]=1.[H-].[Na+].Br[CH2:15][CH2:16]Br. Given the product [Cl:1][C:2]1[N:7]=[C:6]2[NH:8][C:9](=[O:11])[C:10]3([CH2:16][CH2:15]3)[C:5]2=[CH:4][CH:3]=1, predict the reactants needed to synthesize it. (4) Given the product [CH3:21][O:22][CH2:23][CH2:24][CH2:25][CH2:26][O:1][CH:2]([C:15]1[CH:16]=[CH:17][CH:18]=[CH:19][CH:20]=1)[CH:3]1[CH2:7][CH2:6][N:5]([C:8]([O:10][C:11]([CH3:13])([CH3:14])[CH3:12])=[O:9])[CH2:4]1, predict the reactants needed to synthesize it. The reactants are: [OH:1][CH:2]([C:15]1[CH:20]=[CH:19][CH:18]=[CH:17][CH:16]=1)[CH:3]1[CH2:7][CH2:6][N:5]([C:8]([O:10][C:11]([CH3:14])([CH3:13])[CH3:12])=[O:9])[CH2:4]1.[CH3:21][O:22][CH2:23][CH2:24][CH2:25][CH2:26]I.[H-].[Na+]. (5) Given the product [CH2:1]([O:3][C:4]([C:5]1[CH:10]=[CH:9][C:8]([C:24]2[CH:25]=[CH:26][CH:27]=[CH:28][C:23]=2[Cl:22])=[CH:7][CH:6]=1)=[O:12])[CH3:2], predict the reactants needed to synthesize it. The reactants are: [CH2:1]([O:3][C:4](=[O:12])[C:5]1[CH:10]=[CH:9][C:8](Br)=[CH:7][CH:6]=1)[CH3:2].C(O)C.C(=O)([O-])[O-].[K+].[K+].[Cl:22][C:23]1[CH:28]=[CH:27][CH:26]=[CH:25][C:24]=1B(O)O. (6) Given the product [CH3:1][C:2]1[C:3]([C:22]2[CH:27]=[CH:26][CH:25]=[CH:24][CH:23]=2)=[C:4]([O:14][C:15]2[CH:20]=[CH:19][C:18]([O:21][CH2:38][C:37]([O:36][CH2:34][CH3:35])=[O:40])=[CH:17][CH:16]=2)[C:5]2[C:10]([CH:11]=1)=[CH:9][C:8]([O:12][CH3:13])=[CH:7][CH:6]=2, predict the reactants needed to synthesize it. The reactants are: [CH3:1][C:2]1[C:3]([C:22]2[CH:27]=[CH:26][CH:25]=[CH:24][CH:23]=2)=[C:4]([O:14][C:15]2[CH:20]=[CH:19][C:18]([OH:21])=[CH:17][CH:16]=2)[C:5]2[C:10]([CH:11]=1)=[CH:9][C:8]([O:12][CH3:13])=[CH:7][CH:6]=2.C([O-])([O-])=O.[K+].[K+].[CH2:34]([O:36][C:37](=[O:40])[CH2:38]Br)[CH3:35]. (7) Given the product [C:12]([SiH2:11][O:10][C:9]([CH3:17])([CH3:16])[C:6]1[S:7][CH:8]=[C:4]([C:25](=[O:27])[CH3:26])[N:5]=1)([CH3:15])([CH3:14])[CH3:13], predict the reactants needed to synthesize it. The reactants are: N#N.Br[C:4]1[N:5]=[C:6]([C:9]([CH3:17])([CH3:16])[O:10][SiH2:11][C:12]([CH3:15])([CH3:14])[CH3:13])[S:7][CH:8]=1.[Li]CCCC.CN(C)[C:25](=[O:27])[CH3:26].[NH4+].[Cl-].